This data is from Reaction yield outcomes from USPTO patents with 853,638 reactions. The task is: Predict the reaction yield, written as a fraction of the theoretical maximum amount of product (1.0 means a 100% yield; for example, 0.34 means a 34% yield). (1) The reactants are [CH3:1][C:2]1[CH:3]=[C:4]([C:12]2[CH:17]=[C:16]([C:18]([F:21])([F:20])[F:19])[N:15]3[N:22]=[CH:23][CH:24]=[C:14]3[N:13]=2)[CH:5]=[CH:6][C:7]=1[C:8]([F:11])([F:10])[F:9].C([O-])(=O)C.[Na+].[I:30]Cl. The catalyst is C(O)(=O)C.O. The product is [I:30][C:24]1[CH:23]=[N:22][N:15]2[C:16]([C:18]([F:21])([F:19])[F:20])=[CH:17][C:12]([C:4]3[CH:5]=[CH:6][C:7]([C:8]([F:9])([F:10])[F:11])=[C:2]([CH3:1])[CH:3]=3)=[N:13][C:14]=12. The yield is 0.840. (2) The reactants are Cl.[Cl:2][C:3]1[CH:4]=[C:5]2[C:9](=[CH:10][CH:11]=1)[NH:8][CH:7]=[C:6]2[CH2:12][CH2:13][NH2:14].[CH3:15][C:16]1[O:17][C:18]([CH3:24])=[C:19]([C:21](Cl)=[O:22])[N:20]=1.C(N(CC)CC)C.C(OCC)(=O)C. The catalyst is ClCCl. The product is [Cl:2][C:3]1[CH:4]=[C:5]2[C:9](=[CH:10][CH:11]=1)[NH:8][CH:7]=[C:6]2[CH2:12][CH2:13][NH:14][C:21]([C:19]1[N:20]=[C:16]([CH3:15])[O:17][C:18]=1[CH3:24])=[O:22]. The yield is 0.670. (3) The reactants are [C:1]([C:4]1[C:8]([CH3:9])=[C:7]([CH3:10])[NH:6][C:5]=1[C:11]([OH:13])=O)(=[O:3])[CH3:2].C(Cl)CCl.C1C=CC2N(O)N=NC=2C=1.[C:28]([O:32][C:33]([CH:35]1[CH2:43][CH:42]2[CH:37]([CH2:38][CH2:39][CH2:40][CH2:41]2)[N:36]1[C:44](=[O:61])[CH:45]([NH:50][C:51](=[O:60])[CH:52]([NH2:59])[CH:53]1[CH2:58][CH2:57][CH2:56][CH2:55][CH2:54]1)[C:46]([CH3:49])([CH3:48])[CH3:47])=[O:34])([CH3:31])([CH3:30])[CH3:29]. The catalyst is CN(C=O)C. The product is [C:28]([O:32][C:33]([CH:35]1[CH2:43][CH:42]2[CH:37]([CH2:38][CH2:39][CH2:40][CH2:41]2)[N:36]1[C:44](=[O:61])[CH:45]([NH:50][C:51](=[O:60])[CH:52]([NH:59][C:11]([C:5]1[NH:6][C:7]([CH3:10])=[C:8]([CH3:9])[C:4]=1[C:1](=[O:3])[CH3:2])=[O:13])[CH:53]1[CH2:54][CH2:55][CH2:56][CH2:57][CH2:58]1)[C:46]([CH3:49])([CH3:48])[CH3:47])=[O:34])([CH3:29])([CH3:30])[CH3:31]. The yield is 0.850. (4) The reactants are Cl[C:2]1[CH:7]=[C:6]([Cl:8])[N:5]=[CH:4][N:3]=1.[N:9]1([C:15]([O:17][C:18]([CH3:21])([CH3:20])[CH3:19])=[O:16])[CH2:14][CH2:13][NH:12][CH2:11][CH2:10]1.C(N(CC)CC)C. The catalyst is CC(O)C. The product is [Cl:8][C:6]1[N:5]=[C:4]([N:12]2[CH2:11][CH2:10][N:9]([C:15]([O:17][C:18]([CH3:21])([CH3:20])[CH3:19])=[O:16])[CH2:14][CH2:13]2)[N:3]=[CH:2][CH:7]=1. The yield is 0.950. (5) The reactants are [F:1][C:2]1[CH:15]=[CH:14][C:5]([O:6][C:7]2[O:11][C:10]([CH:12]=O)=[CH:9][CH:8]=2)=[CH:4][CH:3]=1.[NH3:16].CO. The catalyst is [Ni]. The product is [F:1][C:2]1[CH:15]=[CH:14][C:5]([O:6][C:7]2[O:11][C:10]([CH2:12][NH2:16])=[CH:9][CH:8]=2)=[CH:4][CH:3]=1. The yield is 0.810. (6) The reactants are CC(C)([O-])C.[Na+].[C@@H]1(N)CCCC[C@H]1N.CCCCCCCCCCCC.I[C:28]1[CH:29]=[C:30]([CH3:35])[CH:31]=[C:32]([CH3:34])[CH:33]=1.[C:36](=[NH:49])([C:43]1[CH:48]=[CH:47][CH:46]=[CH:45][CH:44]=1)[C:37]1[CH:42]=[CH:41][CH:40]=[CH:39][CH:38]=1. The catalyst is [Cu]I.O1CCOCC1. The product is [CH3:34][C:32]1[CH:33]=[C:28]([N:49]=[C:36]([C:37]2[CH:42]=[CH:41][CH:40]=[CH:39][CH:38]=2)[C:43]2[CH:48]=[CH:47][CH:46]=[CH:45][CH:44]=2)[CH:29]=[C:30]([CH3:35])[CH:31]=1. The yield is 0.150.